From a dataset of Catalyst prediction with 721,799 reactions and 888 catalyst types from USPTO. Predict which catalyst facilitates the given reaction. (1) Reactant: [C:1]([O:5][C:6]([N:8]1[CH2:13][CH2:12][C:11](=O)[CH2:10][CH2:9]1)=[O:7])([CH3:4])([CH3:3])[CH3:2].[OH:15][CH:16]1[CH2:21][CH2:20][NH:19][CH2:18][CH2:17]1.C(O)(=O)C. Product: [C:1]([O:5][C:6]([N:8]1[CH2:13][CH2:12][CH:11]([N:19]2[CH2:20][CH2:21][CH:16]([OH:15])[CH2:17][CH2:18]2)[CH2:10][CH2:9]1)=[O:7])([CH3:4])([CH3:3])[CH3:2]. The catalyst class is: 29. (2) Reactant: Cl[C:2]1[C:26]([CH3:27])=[CH:25][C:5]2[N:6]=[C:7]3[C:12]([N:13]([CH2:14][CH2:15][CH2:16][C:17]4[CH:22]=[CH:21][CH:20]=[CH:19][CH:18]=4)[C:4]=2[CH:3]=1)=[N:11][C:10](=[O:23])[NH:9][C:8]3=[O:24].[CH3:28][O-:29].[Na+]. Product: [CH3:28][O:29][C:2]1[C:26]([CH3:27])=[CH:25][C:5]2[N:6]=[C:7]3[C:12]([N:13]([CH2:14][CH2:15][CH2:16][C:17]4[CH:22]=[CH:21][CH:20]=[CH:19][CH:18]=4)[C:4]=2[CH:3]=1)=[N:11][C:10](=[O:23])[NH:9][C:8]3=[O:24]. The catalyst class is: 5. (3) Reactant: Br[C:2]1[CH:3]=[C:4]([NH2:8])[CH:5]=[CH:6][CH:7]=1.CCO.C([O-])([O-])=O.[Na+].[Na+].CC1C(C)OB([C:25]2[CH:26]=[N:27][N:28]([CH3:30])[CH:29]=2)O1. Product: [CH3:30][N:28]1[CH:29]=[C:25]([C:2]2[CH:3]=[C:4]([NH2:8])[CH:5]=[CH:6][CH:7]=2)[CH:26]=[N:27]1. The catalyst class is: 398. (4) Reactant: CC([O-])(C)C.[K+].[Cl:7][C:8]1[CH:9]=[C:10]([C:19]2[N:23]=[C:22]([C:24]3[CH:28]=[C:27]([CH3:29])[NH:26][N:25]=3)[O:21][N:20]=2)[CH:11]=[CH:12][C:13]=1[O:14][C:15]([F:18])([F:17])[F:16].CS(O[CH2:35][C:36]1[CH:37]=[N:38][C:39]([Cl:42])=[CH:40][CH:41]=1)(=O)=O.O. Product: [Cl:42][C:39]1[CH:40]=[CH:41][C:36]([CH2:35][N:26]2[C:27]([CH3:29])=[CH:28][C:24]([C:22]3[O:21][N:20]=[C:19]([C:10]4[CH:11]=[CH:12][C:13]([O:14][C:15]([F:17])([F:16])[F:18])=[C:8]([Cl:7])[CH:9]=4)[N:23]=3)=[N:25]2)=[CH:37][N:38]=1. The catalyst class is: 56. (5) Reactant: C([O:3][C:4]([C:6]1[NH:7][C:8]2[C:13]([CH:14]=1)=[C:12](OC1C=CC=CC=1)[CH:11]=[CH:10][CH:9]=2)=[O:5])C.[Li+].[OH-:23]. Product: [O:23]([N:7]1[C:8]2[C:13](=[CH:12][CH:11]=[CH:10][CH:9]=2)[CH:14]=[C:6]1[C:4]([OH:3])=[O:5])[C:8]1[CH:13]=[CH:12][CH:11]=[CH:10][CH:9]=1. The catalyst class is: 24. (6) Reactant: [CH3:1][O:2][C:3]1[CH:4]=[C:5]2[C:9](=[C:10]([O:14][CH3:15])[C:11]=1[O:12][CH3:13])[C:8](=[O:16])[CH2:7][CH2:6]2.CS(O)(=O)=O.[N-:22]=[N+]=[N-].[Na+]. Product: [CH3:1][O:2][C:3]1[CH:4]=[C:5]2[C:9](=[C:10]([O:14][CH3:15])[C:11]=1[O:12][CH3:13])[C:8](=[O:16])[NH:22][CH2:7][CH2:6]2. The catalyst class is: 2.